From a dataset of Reaction yield outcomes from USPTO patents with 853,638 reactions. Predict the reaction yield, written as a fraction of the theoretical maximum amount of product (1.0 means a 100% yield; for example, 0.34 means a 34% yield). (1) The reactants are [NH2:1][C@H:2]1[CH2:6][C@H:5]([OH:7])[C@@H:4]([CH2:8][OH:9])[CH2:3]1.[Cl:10][C:11]1[C:16]([CH2:17][CH:18]([O:22][CH2:23][CH3:24])[O:19][CH2:20][CH3:21])=[C:15](Cl)[N:14]=[CH:13][N:12]=1.C(N(CC)CC)C. The catalyst is C(O)CCC. The product is [Cl:10][C:11]1[N:12]=[CH:13][N:14]=[C:15]([NH:1][C@H:2]2[CH2:6][C@H:5]([OH:7])[C@@H:4]([CH2:8][OH:9])[CH2:3]2)[C:16]=1[CH2:17][CH:18]([O:22][CH2:23][CH3:24])[O:19][CH2:20][CH3:21]. The yield is 0.850. (2) The reactants are [CH3:1][O:2][C:3](=[O:37])[NH:4][C@H:5]([C:9]([N:11]1[CH2:15][C:14]([CH3:16])=[CH:13][C@H:12]1[C:17]1[NH:18][CH:19]=[C:20]([C:22]2[CH:27]=[CH:26][C:25](B3OC(C)(C)C(C)(C)O3)=[CH:24][CH:23]=2)[N:21]=1)=[O:10])[CH:6]([CH3:8])[CH3:7].[C:38]([O:42][C:43]([N:45]1[CH2:50][CH2:49][N:48]([C:51]2[CH:56]=[CH:55][C:54]([C:57](=[O:72])[NH:58][C:59]3[CH:64]=[C:63]([O:65][C:66]([F:69])([F:68])[F:67])[C:62](Br)=[CH:61][C:60]=3[Cl:71])=[CH:53][N:52]=2)[C@H:47]([CH3:73])[CH2:46]1)=[O:44])([CH3:41])([CH3:40])[CH3:39].O.C(=O)([O-])[O-].[K+].[K+]. The catalyst is C1(C)C=CC=CC=1.C1C=CC(P(C2C=CC=CC=2)[C-]2C=CC=C2)=CC=1.C1C=CC(P(C2C=CC=CC=2)[C-]2C=CC=C2)=CC=1.Cl[Pd]Cl.[Fe+2].C(Cl)Cl. The product is [C:38]([O:42][C:43]([N:45]1[CH2:50][CH2:49][N:48]([C:51]2[CH:56]=[CH:55][C:54]([C:57](=[O:72])[NH:58][C:59]3[C:60]([Cl:71])=[CH:61][C:62]([C:25]4[CH:26]=[CH:27][C:22]([C:20]5[N:21]=[C:17]([C@@H:12]6[CH:13]=[C:14]([CH3:16])[CH2:15][N:11]6[C:9](=[O:10])[C@@H:5]([NH:4][C:3]([O:2][CH3:1])=[O:37])[CH:6]([CH3:8])[CH3:7])[NH:18][CH:19]=5)=[CH:23][CH:24]=4)=[C:63]([O:65][C:66]([F:69])([F:68])[F:67])[CH:64]=3)=[CH:53][N:52]=2)[C@H:47]([CH3:73])[CH2:46]1)=[O:44])([CH3:41])([CH3:40])[CH3:39]. The yield is 0.310.